This data is from Catalyst prediction with 721,799 reactions and 888 catalyst types from USPTO. The task is: Predict which catalyst facilitates the given reaction. (1) Product: [Cl:26][C:21]1[C:20]([O:27][CH:28]([CH3:30])[CH3:29])=[C:19]([S:16]([NH:15][C:6]2([C:4]([OH:5])=[O:3])[CH2:14][C:13]3[C:8](=[CH:9][CH:10]=[CH:11][CH:12]=3)[CH2:7]2)(=[O:17])=[O:18])[CH:24]=[C:23]([Cl:25])[CH:22]=1. Reactant: C([O:3][C:4]([C:6]1([NH:15][S:16]([C:19]2[CH:24]=[C:23]([Cl:25])[CH:22]=[C:21]([Cl:26])[C:20]=2[O:27][CH:28]([CH3:30])[CH3:29])(=[O:18])=[O:17])[CH2:14][C:13]2[C:8](=[CH:9][CH:10]=[CH:11][CH:12]=2)[CH2:7]1)=[O:5])C.[OH-].[K+].O. The catalyst class is: 14. (2) Reactant: [OH:1][C:2]1[C:11]2[C:6](=[CH:7][CH:8]=[CH:9][CH:10]=2)[O:5][C:4](=[O:12])[CH:3]=1.Br[CH2:14][CH2:15][CH:16]=[CH2:17].C([O-])([O-])=O.[K+].[K+]. Product: [CH2:17]([O:1][C:2]1[C:11]2[CH:10]=[CH:9][CH:8]=[CH:7][C:6]=2[O:5][C:4](=[O:12])[CH:3]=1)[CH2:16][CH:15]=[CH2:14]. The catalyst class is: 21.